Task: Predict the reactants needed to synthesize the given product.. Dataset: Full USPTO retrosynthesis dataset with 1.9M reactions from patents (1976-2016) (1) The reactants are: [CH3:1][O:2][CH:3]([O:19][CH3:20])[CH2:4][CH2:5][CH2:6][CH2:7][S:8][CH2:9][CH2:10][CH2:11][C:12]([F:18])([F:17])[C:13]([F:16])([F:15])[F:14].I([O-])(=O)(=O)=[O:22].[Na+].CCCCCC.C(OCC)(=O)C. Given the product [CH3:20][O:19][CH:3]([O:2][CH3:1])[CH2:4][CH2:5][CH2:6][CH2:7][S:8]([CH2:9][CH2:10][CH2:11][C:12]([F:17])([F:18])[C:13]([F:16])([F:14])[F:15])=[O:22], predict the reactants needed to synthesize it. (2) Given the product [Cl:18][C:19]1[CH:20]=[C:21]([CH:26]([NH:28][C:15](=[O:17])[CH2:14][CH2:13][C:5]2[CH:6]=[CH:7][C:8]([O:9][CH2:10][C:11]#[CH:12])=[C:3]([O:2][CH3:1])[CH:4]=2)[CH3:27])[CH:22]=[CH:23][C:24]=1[Cl:25], predict the reactants needed to synthesize it. The reactants are: [CH3:1][O:2][C:3]1[CH:4]=[C:5]([CH2:13][CH2:14][C:15]([OH:17])=O)[CH:6]=[CH:7][C:8]=1[O:9][CH2:10][C:11]#[CH:12].[Cl:18][C:19]1[CH:20]=[C:21]([CH:26]([NH2:28])[CH3:27])[CH:22]=[CH:23][C:24]=1[Cl:25].CCN=C=NCCCN(C)C.CN(C)C=O. (3) Given the product [NH2:22][C:23]1[C:28]([C:29]#[N:30])=[C:27]([O:19][CH2:18][C:17]2[C:8]([C:4]3[CH:5]=[CH:6][CH:7]=[C:2]([F:1])[CH:3]=3)=[N:9][C:10]3[C:15]([CH:16]=2)=[N:14][CH:13]=[CH:12][CH:11]=3)[N:26]=[CH:25][N:24]=1, predict the reactants needed to synthesize it. The reactants are: [F:1][C:2]1[CH:3]=[C:4]([C:8]2[C:17]([CH2:18][OH:19])=[CH:16][C:15]3[C:10](=[CH:11][CH:12]=[CH:13][N:14]=3)[N:9]=2)[CH:5]=[CH:6][CH:7]=1.[H-].[Na+].[NH2:22][C:23]1[C:28]([C:29]#[N:30])=[C:27](Cl)[N:26]=[CH:25][N:24]=1. (4) Given the product [F:1][C:2]1[CH:3]=[C:4]([C:8]2[CH:9]=[C:10]3[C:14](=[C:15]([C:17]([NH2:19])=[O:18])[CH:16]=2)[NH:13][N:12]=[C:11]3[CH:20]2[CH2:25][CH2:24][N:23]([S:29]([CH2:28][CH2:27][N:35]3[CH2:36][CH2:37][CH2:34][CH2:33]3)(=[O:31])=[O:30])[CH2:22][CH2:21]2)[CH:5]=[CH:6][CH:7]=1, predict the reactants needed to synthesize it. The reactants are: [F:1][C:2]1[CH:3]=[C:4]([C:8]2[CH:9]=[C:10]3[C:14](=[C:15]([C:17]([NH2:19])=[O:18])[CH:16]=2)[NH:13][N:12]=[C:11]3[CH:20]2[CH2:25][CH2:24][NH:23][CH2:22][CH2:21]2)[CH:5]=[CH:6][CH:7]=1.Cl[CH2:27][CH2:28][S:29](Cl)(=[O:31])=[O:30].[CH2:33]([N:35](CC)[CH2:36][CH3:37])[CH3:34].C([O-])([O-])=O.[K+].[K+].N1CCCC1.